Dataset: Forward reaction prediction with 1.9M reactions from USPTO patents (1976-2016). Task: Predict the product of the given reaction. (1) Given the reactants [CH3:1][O:2][C:3]1[C:8]([O:9][CH3:10])=[C:7]([O:11][CH3:12])[C:6]([O:13][CH3:14])=[CH:5][C:4]=1[CH3:15].[CH3:16][O:17]C(Cl)Cl.O, predict the reaction product. The product is: [CH3:15][C:4]1[C:5]([CH:16]=[O:17])=[C:6]([O:13][CH3:14])[C:7]([O:11][CH3:12])=[C:8]([O:9][CH3:10])[C:3]=1[O:2][CH3:1]. (2) Given the reactants [H-].[Al+3].[Li+].[H-].[H-].[H-].[Si:7]([O:14][C:15]1[CH:20]=[CH:19][C:18]([CH2:21][C:22](OC)=[O:23])=[CH:17][CH:16]=1)([C:10]([CH3:13])([CH3:12])[CH3:11])([CH3:9])[CH3:8], predict the reaction product. The product is: [Si:7]([O:14][C:15]1[CH:20]=[CH:19][C:18]([CH2:21][CH2:22][OH:23])=[CH:17][CH:16]=1)([C:10]([CH3:13])([CH3:12])[CH3:11])([CH3:9])[CH3:8]. (3) Given the reactants [F:1][C@H:2]1[C@@H:7]([O:8][C:9]2[CH:16]=[CH:15][C:14]([C:17]3[N:22]=[C:21]([NH:23][C:24]4[CH:29]=[CH:28][C:27]([N:30]5[CH2:35][CH2:34][N:33]([CH:36]6[CH2:39][O:38][CH2:37]6)[CH2:32][CH2:31]5)=[C:26]([O:40][CH3:41])[CH:25]=4)[N:20]=[CH:19][N:18]=3)=[CH:13][C:10]=2[C:11]#[N:12])[CH2:6][CH2:5][NH:4][CH2:3]1.[C:42]([CH2:44][C:45](O)=[O:46])#[N:43].C(N(CC)C(C)C)(C)C.CN(C(ON1N=NC2C=CC=NC1=2)=[N+](C)C)C.F[P-](F)(F)(F)(F)F, predict the reaction product. The product is: [C:42]([CH2:44][C:45]([N:4]1[CH2:5][CH2:6][C@H:7]([O:8][C:9]2[CH:16]=[CH:15][C:14]([C:17]3[N:22]=[C:21]([NH:23][C:24]4[CH:29]=[CH:28][C:27]([N:30]5[CH2:35][CH2:34][N:33]([CH:36]6[CH2:39][O:38][CH2:37]6)[CH2:32][CH2:31]5)=[C:26]([O:40][CH3:41])[CH:25]=4)[N:20]=[CH:19][N:18]=3)=[CH:13][C:10]=2[C:11]#[N:12])[C@H:2]([F:1])[CH2:3]1)=[O:46])#[N:43]. (4) Given the reactants [Li][CH2:2][CH2:3][CH2:4][CH3:5].[Cl:6][C:7]1[CH:12]=[CH:11][C:10]([O:13][C:14]2[CH:21]=CC=C[C:15]=2[CH:16]=O)=[CH:9][C:8]=1[C:22]([F:25])([F:24])[F:23], predict the reaction product. The product is: [CH:4]([C:3]1[CH:2]=[CH:21][C:14]([O:13][C:10]2[CH:11]=[CH:12][C:7]([Cl:6])=[C:8]([C:22]([F:24])([F:23])[F:25])[CH:9]=2)=[CH:15][CH:16]=1)=[CH2:5]. (5) Given the reactants [CH:1]1([CH:4]=[C:5]([C:7]2[CH:12]=[CH:11][CH:10]=[C:9]([C:13]#[C:14][C:15]3[CH:20]=[CH:19][C:18]([O:21][CH:22]([F:24])[F:23])=[CH:17][CH:16]=3)[CH:8]=2)[F:6])[CH2:3][CH2:2]1.CS(C)=[O:27].[OH2:29], predict the reaction product. The product is: [CH:1]1([CH:4]=[C:5]([C:7]2[CH:8]=[C:9]([C:13](=[O:27])[C:14]([C:15]3[CH:20]=[CH:19][C:18]([O:21][CH:22]([F:24])[F:23])=[CH:17][CH:16]=3)=[O:29])[CH:10]=[CH:11][CH:12]=2)[F:6])[CH2:3][CH2:2]1. (6) Given the reactants Br[C:2]1[CH:12]=[C:11]([C:13]([O:15][CH2:16][CH3:17])=[O:14])[CH:10]=[CH:9][C:3]=1[C:4]([O:6][CH2:7][CH3:8])=[O:5].C([O-])([O-])=O.[K+].[K+].C1(C)C=CC=CC=1.[CH2:31]([O:37][C:38]1[CH:43]=[CH:42][C:41](B(O)O)=[CH:40][CH:39]=1)[CH2:32][CH2:33][CH2:34][CH2:35][CH3:36], predict the reaction product. The product is: [CH2:31]([O:37][C:38]1[CH:39]=[CH:40][C:41]([C:2]2[CH:12]=[C:11]([C:13]([O:15][CH2:16][CH3:17])=[O:14])[CH:10]=[CH:9][C:3]=2[C:4]([O:6][CH2:7][CH3:8])=[O:5])=[CH:42][CH:43]=1)[CH2:32][CH2:33][CH2:34][CH2:35][CH3:36]. (7) Given the reactants [CH2:1]([N:8]1[CH2:13][CH2:12][CH:11]([C:14]([O:16][CH2:17][CH3:18])=[O:15])[CH2:10][CH2:9]1)[C:2]1[CH:7]=[CH:6][CH:5]=[CH:4][CH:3]=1.[Li]N(C1CCCCC1)C1CCCCC1.P(C(C)(C)C)(C(C)(C)C)C(C)(C)C.Br[C:47]1[CH:52]=[CH:51][C:50]([Cl:53])=[CH:49][C:48]=1[C:54]#[C:55][C:56]([O:63][CH2:64][CH3:65])([O:60][CH2:61][CH3:62])[O:57][CH2:58][CH3:59], predict the reaction product. The product is: [CH2:1]([N:8]1[CH2:13][CH2:12][C:11]([C:47]2[CH:52]=[CH:51][C:50]([Cl:53])=[CH:49][C:48]=2[C:54]#[C:55][C:56]([O:57][CH2:58][CH3:59])([O:63][CH2:64][CH3:65])[O:60][CH2:61][CH3:62])([C:14]([O:16][CH2:17][CH3:18])=[O:15])[CH2:10][CH2:9]1)[C:2]1[CH:3]=[CH:4][CH:5]=[CH:6][CH:7]=1. (8) Given the reactants [CH3:1][C:2]1[O:3][C:4]2[C:9]([C:10](=[O:12])[CH:11]=1)=[CH:8][CH:7]=[CH:6][C:5]=2[CH:13]=[C:14]([C:23](=O)[CH3:24])[C:15]([C:17]1[CH:22]=[CH:21][CH:20]=[CH:19][CH:18]=1)=[O:16].[NH2:26]/[C:27](/[CH3:36])=[CH:28]\[C:29]([O:31][CH:32]1[CH2:35][CH2:34][CH2:33]1)=[O:30], predict the reaction product. The product is: [C:15]([C:14]1[CH:13]([C:5]2[CH:6]=[CH:7][CH:8]=[C:9]3[C:4]=2[O:3][C:2]([CH3:1])=[CH:11][C:10]3=[O:12])[C:28]([C:29]([O:31][CH:32]2[CH2:35][CH2:34][CH2:33]2)=[O:30])=[C:27]([CH3:36])[NH:26][C:23]=1[CH3:24])(=[O:16])[C:17]1[CH:18]=[CH:19][CH:20]=[CH:21][CH:22]=1. (9) Given the reactants Br[C:2]1[CH:7]=[CH:6][N:5]2[C:8]([CH2:14][O:15][CH:16]3[CH2:21][CH2:20][CH2:19][CH2:18][CH2:17]3)=[C:9]([CH:11]([CH3:13])[CH3:12])[N:10]=[C:4]2[CH:3]=1.C[S-:23].[Na+].O, predict the reaction product. The product is: [CH:16]1([O:15][CH2:14][C:8]2[N:5]3[CH:6]=[CH:7][C:2]([SH:23])=[CH:3][C:4]3=[N:10][C:9]=2[CH:11]([CH3:13])[CH3:12])[CH2:21][CH2:20][CH2:19][CH2:18][CH2:17]1.